This data is from Full USPTO retrosynthesis dataset with 1.9M reactions from patents (1976-2016). The task is: Predict the reactants needed to synthesize the given product. (1) The reactants are: C1(P(C2CCCCC2)C2CCCCC2)CCCCC1.[C:20]1(B(O)O)[CH:25]=[CH:24][CH:23]=[CH:22][CH:21]=1.Cl[C:30]1[N:35]=[C:34]([NH:36][CH3:37])[N:33]=[C:32]([N:38]2[CH2:43][CH2:42][CH:41]([C:44]([NH:46][CH2:47][C:48]3[CH:53]=[CH:52][CH:51]=[CH:50][C:49]=3[C:54]([F:57])([F:56])[F:55])=[O:45])[CH2:40][CH2:39]2)[N:31]=1.[O-]P([O-])([O-])=O.[K+].[K+].[K+]. Given the product [CH3:37][NH:36][C:34]1[N:35]=[C:30]([C:20]2[CH:25]=[CH:24][CH:23]=[CH:22][CH:21]=2)[N:31]=[C:32]([N:38]2[CH2:39][CH2:40][CH:41]([C:44]([NH:46][CH2:47][C:48]3[CH:53]=[CH:52][CH:51]=[CH:50][C:49]=3[C:54]([F:57])([F:55])[F:56])=[O:45])[CH2:42][CH2:43]2)[N:33]=1, predict the reactants needed to synthesize it. (2) Given the product [C:10]1([C:7]2[N:8]=[CH:9][C:4]([NH2:1])=[CH:5][CH:6]=2)[CH:11]=[CH:12][CH:13]=[CH:14][CH:15]=1, predict the reactants needed to synthesize it. The reactants are: [N+:1]([C:4]1[CH:5]=[CH:6][C:7]([C:10]2[CH:15]=[CH:14][CH:13]=[CH:12][CH:11]=2)=[N:8][CH:9]=1)([O-])=O.[Cl-].[NH4+].CO. (3) Given the product [OH:15][CH2:14][CH2:16][NH:17][S:2]([C:5]1[CH:6]=[C:7]([CH:11]=[CH:12][CH:13]=1)[C:8]([OH:10])=[O:9])(=[O:4])=[O:3], predict the reactants needed to synthesize it. The reactants are: Cl[S:2]([C:5]1[CH:6]=[C:7]([CH:11]=[CH:12][CH:13]=1)[C:8]([OH:10])=[O:9])(=[O:4])=[O:3].[CH2:14]([CH2:16][NH2:17])[OH:15]. (4) Given the product [ClH:25].[NH2:7][C@@H:8]([C@@H:9]([CH3:12])[CH2:10][CH3:11])[C:13]([N:15]1[CH2:19][C:18]([F:20])([F:21])[C:17]([F:23])([F:22])[CH2:16]1)=[O:14], predict the reactants needed to synthesize it. The reactants are: C(OC(=O)[NH:7][C@H:8]([C:13]([N:15]1[CH2:19][C:18]([F:21])([F:20])[C:17]([F:23])([F:22])[CH2:16]1)=[O:14])[C@@H:9]([CH3:12])[CH2:10][CH3:11])(C)(C)C.[ClH:25]. (5) Given the product [CH3:1][O:2][C:3]1[CH:4]=[CH:5][C:6]([N:15]([CH2:33][C:34]2[CH:35]=[N:36][CH:37]=[CH:38][CH:39]=2)[C:16]2[CH:17]=[CH:18][C:19]([C:22]3[N:26]=[N:25][NH:24][N:23]=3)=[CH:20][CH:21]=2)=[N:7][C:8]=1[O:9][C@@H:10]1[CH2:14][CH2:13][O:12][CH2:11]1, predict the reactants needed to synthesize it. The reactants are: [CH3:1][O:2][C:3]1[CH:4]=[CH:5][C:6]([N:15]([CH2:33][C:34]2[CH:35]=[N:36][CH:37]=[CH:38][CH:39]=2)[C:16]2[CH:21]=[CH:20][C:19]([C:22]3[N:23]=[N:24][N:25](C4CCCCO4)[N:26]=3)=[CH:18][CH:17]=2)=[N:7][C:8]=1[O:9][C@@H:10]1[CH2:14][CH2:13][O:12][CH2:11]1.Cl.C(=O)(O)[O-].[Na+].